Dataset: Forward reaction prediction with 1.9M reactions from USPTO patents (1976-2016). Task: Predict the product of the given reaction. (1) Given the reactants Cl[C:2]1[C:11]2[C:6](=[CH:7][C:8]([O:14][CH3:15])=[CH:9][C:10]=2[O:12][CH3:13])[N:5]=[CH:4][N:3]=1.[OH:16][C:17]1[CH:18]=[N:19][N:20]([CH2:22][C:23]([O:25][C:26]([CH3:29])([CH3:28])[CH3:27])=[O:24])[CH:21]=1.C(=O)([O-])[O-].[K+].[K+].CN(C=O)C, predict the reaction product. The product is: [CH3:13][O:12][C:10]1[CH:9]=[C:8]([O:14][CH3:15])[CH:7]=[C:6]2[C:11]=1[C:2]([O:16][C:17]1[CH:18]=[N:19][N:20]([CH2:22][C:23]([O:25][C:26]([CH3:29])([CH3:28])[CH3:27])=[O:24])[CH:21]=1)=[N:3][CH:4]=[N:5]2. (2) Given the reactants [S:1]([Cl:5])(Cl)(=[O:3])=[O:2].[N:6]1[CH:11]=[CH:10][CH:9]=[C:8](S(O)(=O)=O)[CH:7]=1.P(Cl)(Cl)(Cl)(Cl)Cl.P(Cl)(Cl)(Cl)=O, predict the reaction product. The product is: [N:6]1[CH:11]=[CH:10][CH:9]=[C:8]([S:1]([Cl:5])(=[O:3])=[O:2])[CH:7]=1.